This data is from Catalyst prediction with 721,799 reactions and 888 catalyst types from USPTO. The task is: Predict which catalyst facilitates the given reaction. (1) Reactant: OC(C(F)(F)F)=O.[CH3:8][S:9][CH:10]([CH:23]1[CH2:27][CH2:26][CH2:25][NH:24]1)[CH2:11][C:12]([NH:14][CH2:15][CH2:16][C:17]1[CH:22]=[CH:21][CH:20]=[CH:19][CH:18]=1)=[O:13].[CH3:28][N:29]([CH3:57])[C@H:30]([C:34]([NH:36][C@H:37]([C:41]([N:43]([C@@H:45]([C@@H:53]([CH3:56])[CH2:54][CH3:55])[C@H:46]([O:51][CH3:52])[CH2:47][C:48](O)=[O:49])[CH3:44])=[O:42])[CH:38]([CH3:40])[CH3:39])=[O:35])[CH:31]([CH3:33])[CH3:32].C(O)(C(F)(F)F)=O.P(C#N)(=O)(OCC)OCC.C(N(CC)CC)C. Product: [CH:53]([CH:45]([N:43]([CH3:44])[C:41]([CH:37]([NH:36][C:34](=[O:35])[CH:30]([N:29]([CH3:57])[CH3:28])[CH:31]([CH3:32])[CH3:33])[CH:38]([CH3:39])[CH3:40])=[O:42])[CH:46]([O:51][CH3:52])[CH2:47][C:48]([N:24]1[CH2:25][CH2:26][CH2:27][CH:23]1[CH:10]([S:9][CH3:8])[CH2:11][C:12](=[O:13])[NH:14][CH2:15][CH2:16][C:17]1[CH:18]=[CH:19][CH:20]=[CH:21][CH:22]=1)=[O:49])([CH2:54][CH3:55])[CH3:56]. The catalyst class is: 85. (2) Reactant: [CH3:1][C:2]([CH2:16][CH2:17][CH2:18][CH:19]([CH3:31])[CH2:20][CH2:21][CH2:22][CH:23]([CH3:30])[CH2:24][CH2:25][CH2:26][CH:27]([CH3:29])[CH3:28])=[CH:3][CH2:4][CH2:5][CH2:6][O:7][CH2:8][C:9]([CH2:14][OH:15])([CH2:12][OH:13])[CH2:10][OH:11]. Product: [CH3:1][C:2]([CH2:16][CH2:17][CH2:18][CH:19]([CH3:31])[CH2:20][CH2:21][CH2:22][CH:23]([CH3:30])[CH2:24][CH2:25][CH2:26][CH:27]([CH3:29])[CH3:28])=[CH:3][CH2:4][CH2:5][CH2:6][O:7][CH2:8][C:9]([CH2:12][OH:13])([CH2:14][OH:15])[CH2:10][OH:11].[OH2:7]. The catalyst class is: 6. (3) Reactant: Cl[C:2]1[CH:7]=[C:6]([Cl:8])[N:5]=[C:4]([NH:9][CH2:10][CH2:11][CH3:12])[N:3]=1.Cl.[CH2:14]([NH2:17])[C:15]#[CH:16].C(N(CC)C(C)C)(C)C.O. Product: [Cl:8][C:6]1[N:5]=[C:4]([NH:9][CH2:10][CH2:11][CH3:12])[N:3]=[C:2]([NH:17][CH2:14][C:15]#[CH:16])[CH:7]=1. The catalyst class is: 12. (4) Reactant: N12CCCN=C1CCCCC2.Cl.[NH2:13][CH2:14][C:15]1[CH:23]=[CH:22][CH:21]=[C:20]2[C:16]=1[C:17](=[O:33])[N:18]([CH:25]1[CH2:30][CH2:29][C:28](=[O:31])[NH:27][C:26]1=[O:32])[C:19]2=[O:24].[CH3:34][O:35][CH2:36][C:37](Cl)=[O:38]. Product: [O:32]=[C:26]1[CH:25]([N:18]2[C:17](=[O:33])[C:16]3[C:20](=[CH:21][CH:22]=[CH:23][C:15]=3[CH2:14][NH:13][C:37](=[O:38])[CH2:36][O:35][CH3:34])[C:19]2=[O:24])[CH2:30][CH2:29][C:28](=[O:31])[NH:27]1. The catalyst class is: 23. (5) Reactant: C(OC(=O)[NH:7][C:8]1[CH:13]=[CH:12][C:11]([NH2:14])=[C:10]([N+:15]([O-])=O)[CH:9]=1)(C)(C)C.[S:19]1[CH:23]=[C:22]([C:24](O)=O)[N:21]=[CH:20]1.C(N(C(C)C)CC)(C)C.F[P-](F)(F)(F)(F)F.N1(O[P+](N2CCCC2)(N2CCCC2)N2CCCC2)C2C=CC=CC=2N=N1. Product: [S:19]1[CH:23]=[C:22]([C:24]2[NH:15][C:10]3[CH:9]=[C:8]([NH2:7])[CH:13]=[CH:12][C:11]=3[N:14]=2)[N:21]=[CH:20]1. The catalyst class is: 9.